This data is from Reaction yield outcomes from USPTO patents with 853,638 reactions. The task is: Predict the reaction yield, written as a fraction of the theoretical maximum amount of product (1.0 means a 100% yield; for example, 0.34 means a 34% yield). (1) The reactants are [CH2:1]([O:3][P:4]([CH2:9][C:10]1[CH:15]=[CH:14][C:13]([NH:16][C:17]2[N:22]=[C:21]([NH:23][C:24]3[CH:33]=[CH:32][C:31]([C@H:34]4[CH2:39][CH2:38][C@H:37]([C:40]([O:42]CC)=[O:41])[CH2:36][CH2:35]4)=[C:30]4[C:25]=3[C:26](=[O:46])[C:27]([CH3:45])=[CH:28][NH:29]4)[C:20]([C:47]([F:50])([F:49])[F:48])=[CH:19][N:18]=2)=[C:12]([O:51][CH3:52])[CH:11]=1)([O:6][CH2:7][CH3:8])=[O:5])[CH3:2].O.[OH-].[Li+]. The catalyst is C1COCC1.CO.O. The product is [CH2:7]([O:6][P:4]([CH2:9][C:10]1[CH:15]=[CH:14][C:13]([NH:16][C:17]2[N:22]=[C:21]([NH:23][C:24]3[CH:33]=[CH:32][C:31]([C@H:34]4[CH2:35][CH2:36][C@H:37]([C:40]([OH:42])=[O:41])[CH2:38][CH2:39]4)=[C:30]4[C:25]=3[C:26](=[O:46])[C:27]([CH3:45])=[CH:28][NH:29]4)[C:20]([C:47]([F:48])([F:50])[F:49])=[CH:19][N:18]=2)=[C:12]([O:51][CH3:52])[CH:11]=1)([O:3][CH2:1][CH3:2])=[O:5])[CH3:8]. The yield is 0.600. (2) The reactants are O[Li].O.[C:4]1([N:10]2[C:18]3[CH2:17][CH2:16][CH2:15][CH:14]([CH2:19][C:20]([O:22]CC)=[O:21])[C:13]=3[CH:12]=[N:11]2)[CH:9]=[CH:8][CH:7]=[CH:6][CH:5]=1. The catalyst is O.CO. The product is [C:4]1([N:10]2[C:18]3[CH2:17][CH2:16][CH2:15][CH:14]([CH2:19][C:20]([OH:22])=[O:21])[C:13]=3[CH:12]=[N:11]2)[CH:5]=[CH:6][CH:7]=[CH:8][CH:9]=1. The yield is 0.530. (3) The reactants are [CH2:1]1[O:9][C:8]2[CH:7]=[CH:6][C:5]([C:10](=O)[CH3:11])=[CH:4][C:3]=2[O:2]1.Cl.[N+:14]([C:17]1[CH:25]=[CH:24][C:20]([CH2:21][O:22][NH2:23])=[CH:19][CH:18]=1)([O-:16])=[O:15]. No catalyst specified. The product is [N+:14]([C:17]1[CH:18]=[CH:19][C:20]([CH2:21][O:22]/[N:23]=[C:10](/[C:5]2[CH:6]=[CH:7][C:8]3[O:9][CH2:1][O:2][C:3]=3[CH:4]=2)\[CH3:11])=[CH:24][CH:25]=1)([O-:16])=[O:15]. The yield is 0.870. (4) The reactants are [Br:1][C:2]1[CH:3]=[CH:4][C:5]2[NH:6][C:7]3[C:12]([C:13]=2[CH:14]=1)=[CH:11][C:10]([Br:15])=[CH:9][CH:8]=3.C1(P(C2C=CC=CC=2)C2C=CC=CC=2)C=CC=CC=1.N([C:37]([O:39][CH2:40][CH3:41])=O)=N[C:37]([O:39][CH2:40][CH3:41])=O. The catalyst is C1COCC1. The product is [Br:15][C:10]1[CH:9]=[CH:8][C:7]2[N:6]([CH2:41][C@H:40]3[CH2:37][O:39]3)[C:5]3[C:13]([C:12]=2[CH:11]=1)=[CH:14][C:2]([Br:1])=[CH:3][CH:4]=3. The yield is 0.200. (5) The reactants are C([O:4][CH2:5][C:6]1[C:11]([C:12]2[CH:13]=[C:14]([NH:21][C:22]3[CH:27]=[CH:26][C:25]([C:28]([N:30]4[CH2:35][CH2:34][O:33][CH2:32][CH2:31]4)=[O:29])=[CH:24][N:23]=3)[C:15]3[N:16]([N:18]=[CH:19][N:20]=3)[CH:17]=2)=[CH:10][CH:9]=[CH:8][C:7]=1[N:36]1[N:45]=[CH:44][C:43]2[C:38](=[C:39]([F:50])[CH:40]=[C:41]([C:46]([CH3:49])([CH3:48])[CH3:47])[CH:42]=2)[C:37]1=[O:51])(=O)C.[OH-].[Na+]. The catalyst is C1COCC1.C([O-])(O)=O.[Na+].C(Cl)Cl. The product is [C:46]([C:41]1[CH:42]=[C:43]2[C:38](=[C:39]([F:50])[CH:40]=1)[C:37](=[O:51])[N:36]([C:7]1[CH:8]=[CH:9][CH:10]=[C:11]([C:12]3[CH:13]=[C:14]([NH:21][C:22]4[CH:27]=[CH:26][C:25]([C:28]([N:30]5[CH2:31][CH2:32][O:33][CH2:34][CH2:35]5)=[O:29])=[CH:24][N:23]=4)[C:15]4[N:16]([N:18]=[CH:19][N:20]=4)[CH:17]=3)[C:6]=1[CH2:5][OH:4])[N:45]=[CH:44]2)([CH3:49])([CH3:47])[CH3:48]. The yield is 0.230. (6) No catalyst specified. The yield is 0.150. The reactants are [NH2:1][C:2]1[C:3]([C:7]2[N:11]([CH2:12][C:13]3[CH:18]=[CH:17][CH:16]=[CH:15][CH:14]=3)[C:10](=[O:19])[O:9][N:8]=2)=[N:4][O:5][N:6]=1.[CH2:20](Br)[C:21]1[CH:26]=[CH:25][CH:24]=[CH:23][CH:22]=1. The product is [CH2:12]([N:11]1[C:10](=[O:19])[O:9][N:8]=[C:7]1[C:3]1[C:2]([NH:1][CH2:20][C:21]2[CH:26]=[CH:25][CH:24]=[CH:23][CH:22]=2)=[N:6][O:5][N:4]=1)[C:13]1[CH:18]=[CH:17][CH:16]=[CH:15][CH:14]=1. (7) The reactants are [Cl:1][C:2]1[CH:3]=[N+:4]([O-:27])[CH:5]=[C:6]([Cl:26])[C:7]=1[CH2:8][C@@H:9]([C:11]1[CH:16]=[CH:15][C:14]([O:17][CH:18]([F:20])[F:19])=[C:13]([O:21][CH2:22][CH:23]2[CH2:25][CH2:24]2)[CH:12]=1)[OH:10].[CH3:28][S:29][C:30]1[CH:35]=[CH:34][C:33]([NH:36][C:37](=[O:42])[CH2:38][C:39](O)=[O:40])=[CH:32][CH:31]=1.C(Cl)CCl. The catalyst is CN(C1C=CN=CC=1)C.CN(C=O)C.O. The product is [Cl:1][C:2]1[CH:3]=[N+:4]([O-:27])[CH:5]=[C:6]([Cl:26])[C:7]=1[CH2:8][C@@H:9]([C:11]1[CH:16]=[CH:15][C:14]([O:17][CH:18]([F:20])[F:19])=[C:13]([O:21][CH2:22][CH:23]2[CH2:25][CH2:24]2)[CH:12]=1)[O:10][C:39](=[O:40])[CH2:38][C:37]([NH:36][C:33]1[CH:34]=[CH:35][C:30]([S:29][CH3:28])=[CH:31][CH:32]=1)=[O:42]. The yield is 0.446. (8) The reactants are [C:1]([O:7][CH2:8][N:9]1[C:13]2[N:14]=[CH:15][N:16]=[C:17]([C:18]3[CH:19]=[N:20][NH:21][CH:22]=3)[C:12]=2[CH:11]=[CH:10]1)(=[O:6])[C:2]([CH3:5])([CH3:4])[CH3:3].[CH2:23]([S:25]([N:28]1[CH2:31][C:30](=[CH:32][C:33]#[N:34])[CH2:29]1)(=[O:27])=[O:26])[CH3:24].C1CCN2C(=NCCC2)CC1. The catalyst is CN(C)C=O.C1CCN2C(=NCCC2)CC1. The product is [C:1]([O:7][CH2:8][N:9]1[C:13]2[N:14]=[CH:15][N:16]=[C:17]([C:18]3[CH:19]=[N:20][N:21]([C:30]4([CH2:32][C:33]#[N:34])[CH2:31][N:28]([S:25]([CH2:23][CH3:24])(=[O:27])=[O:26])[CH2:29]4)[CH:22]=3)[C:12]=2[CH:11]=[CH:10]1)(=[O:6])[C:2]([CH3:5])([CH3:4])[CH3:3]. The yield is 0.895. (9) The reactants are [Br:1][C:2]1[N:7]=[C:6]([NH:8]C(=O)OC)[CH:5]=[CH:4][C:3]=1[Cl:13].[OH-].[K+]. The catalyst is CO.O. The product is [Br:1][C:2]1[N:7]=[C:6]([NH2:8])[CH:5]=[CH:4][C:3]=1[Cl:13]. The yield is 0.810. (10) The reactants are [O:1]1[CH2:6][CH2:5][N:4]([CH2:7][CH2:8][OH:9])[CH2:3][CH2:2]1.[F:10][C:11]([F:22])([F:21])[C:12]([C:17]([F:20])([F:19])[F:18])([CH3:16])[C:13](F)=[O:14].C(N(CC)CC)C. The catalyst is C(#N)C. The product is [F:10][C:11]([F:21])([F:22])[C:12]([C:17]([F:18])([F:20])[F:19])([CH3:16])[C:13]([O:9][CH2:8][CH2:7][N:4]1[CH2:5][CH2:6][O:1][CH2:2][CH2:3]1)=[O:14]. The yield is 0.700.